Dataset: Peptide-MHC class II binding affinity with 134,281 pairs from IEDB. Task: Regression. Given a peptide amino acid sequence and an MHC pseudo amino acid sequence, predict their binding affinity value. This is MHC class II binding data. The peptide sequence is LGHRDALEDDLLNRN. The MHC is HLA-DPA10103-DPB10301 with pseudo-sequence HLA-DPA10103-DPB10301. The binding affinity (normalized) is 0.0360.